This data is from Forward reaction prediction with 1.9M reactions from USPTO patents (1976-2016). The task is: Predict the product of the given reaction. (1) Given the reactants [CH:1]1([CH2:4][N:5]([CH2:24][CH2:25][CH3:26])[C:6]2[N:11]=[CH:10][N:9]=[C:8]([C:12]([NH:14][C:15]3[CH:16]=[C:17]4[C:21](=[CH:22][CH:23]=3)[NH:20][N:19]=[CH:18]4)=[O:13])[CH:7]=2)[CH2:3][CH2:2]1.C(=O)([O-])[O-].[K+].[K+].[I-].[K+].Cl[CH2:36][C:37]([N:39]([CH3:41])[CH3:40])=[O:38], predict the reaction product. The product is: [CH:1]1([CH2:4][N:5]([CH2:24][CH2:25][CH3:26])[C:6]2[N:11]=[CH:10][N:9]=[C:8]([C:12]([NH:14][C:15]3[CH:23]=[CH:22][C:21]4[C:17](=[CH:18][N:19]([CH2:36][C:37]([N:39]([CH3:41])[CH3:40])=[O:38])[N:20]=4)[CH:16]=3)=[O:13])[CH:7]=2)[CH2:3][CH2:2]1. (2) Given the reactants [CH3:1][C:2]1[N:3]=[C:4]([O:9][C:10]2[CH:15]=[CH:14][CH:13]=[CH:12][CH:11]=2)[S:5][C:6]=1[CH2:7][OH:8], predict the reaction product. The product is: [CH3:1][C:2]1[N:3]=[C:4]([O:9][C:10]2[CH:15]=[CH:14][CH:13]=[CH:12][CH:11]=2)[S:5][C:6]=1[CH:7]=[O:8]. (3) Given the reactants [N+:1]([C:4]1[CH:12]=[CH:11][C:7]([C:8]([OH:10])=O)=[CH:6][C:5]=1[F:13])([O-:3])=[O:2].O=S(Cl)Cl.[NH2:18][C:19]1[S:20][CH:21]=[CH:22][N:23]=1.CCN(C(C)C)C(C)C, predict the reaction product. The product is: [N+:1]([C:4]1[CH:12]=[CH:11][C:7]([C:8]([NH:18][C:19]2[S:20][CH:21]=[CH:22][N:23]=2)=[O:10])=[CH:6][C:5]=1[F:13])([O-:3])=[O:2]. (4) Given the reactants [Cl:1][C:2]1[C:3]([F:10])=[C:4]([CH:7]=[CH:8][CH:9]=1)[CH:5]=O.[CH3:11][NH2:12], predict the reaction product. The product is: [Cl:1][C:2]1[C:3]([F:10])=[C:4](/[CH:5]=[N:12]/[CH3:11])[CH:7]=[CH:8][CH:9]=1.